Dataset: Catalyst prediction with 721,799 reactions and 888 catalyst types from USPTO. Task: Predict which catalyst facilitates the given reaction. (1) Reactant: [CH:1]1([CH2:7][CH2:8][OH:9])[CH2:6][CH2:5][CH2:4][CH2:3][CH2:2]1.CC(C)([O-])C.[K+].Cl[C:17]1[CH:18]=[C:19]([CH:22]=[CH:23][N:24]=1)[C:20]#[N:21].O. Product: [CH:1]1([CH2:7][CH2:8][O:9][C:17]2[CH:18]=[C:19]([CH:22]=[CH:23][N:24]=2)[C:20]#[N:21])[CH2:6][CH2:5][CH2:4][CH2:3][CH2:2]1. The catalyst class is: 3. (2) Product: [O:12]=[C:5]1[O:4][C:2](=[O:3])[C:1]2[CH:11]=[CH:10][CH:9]=[CH:8][C:7]=2[N:6]1[CH2:14][C:15]([O:17][CH2:18][CH3:19])=[O:16]. Reactant: [C:1]12[C:7](=[CH:8][CH:9]=[CH:10][CH:11]=1)[NH:6][C:5](=[O:12])[O:4][C:2]2=[O:3].Br[CH2:14][C:15]([O:17][CH2:18][CH3:19])=[O:16].C(=O)([O-])[O-].[K+].[K+].[I-].[K+]. The catalyst class is: 18. (3) Reactant: [Cl:1][CH2:2][CH2:3][CH2:4][CH2:5][O:6][C:7]1[CH:16]=[CH:15][C:10]([C:11]([O:13][CH3:14])=[O:12])=[CH:9][C:8]=1[O:17][CH3:18].[N:19]([O-:21])=[O:20].[Na+].C(O)(=O)C.[N+]([O-])(O)=O. Product: [CH3:18][O:17][C:8]1[C:7]([O:6][CH2:5][CH2:4][CH2:3][CH2:2][Cl:1])=[CH:16][C:15]([N+:19]([O-:21])=[O:20])=[C:10]([CH:9]=1)[C:11]([O:13][CH3:14])=[O:12]. The catalyst class is: 6. (4) Reactant: [OH:1][CH2:2][CH2:3][CH2:4][N:5]1[C:10](=[O:11])[C:9]2[C:12]([CH3:15])=[CH:13][S:14][C:8]=2[N:7]([CH3:16])[C:6]1=[O:17].CC1C=CC(S([O-])(=O)=O)=CC=1.C1C=C[NH+]=CC=1.[CH2:35]1[CH2:40][O:39][CH:38]=[CH:37][CH2:36]1.O. Product: [CH3:16][N:7]1[C:8]2[S:14][CH:13]=[C:12]([CH3:15])[C:9]=2[C:10](=[O:11])[N:5]([CH2:4][CH2:3][CH2:2][O:1][CH:38]2[CH2:37][CH2:36][CH2:35][CH2:40][O:39]2)[C:6]1=[O:17]. The catalyst class is: 2.